Dataset: Reaction yield outcomes from USPTO patents with 853,638 reactions. Task: Predict the reaction yield, written as a fraction of the theoretical maximum amount of product (1.0 means a 100% yield; for example, 0.34 means a 34% yield). (1) The reactants are [Br:1][C:2]1[CH:3]=[N:4][N:5]([CH3:16])[C:6]=1[C:7]1[CH:8]=[C:9]([C:13]([OH:15])=O)[S:10][C:11]=1[CH3:12].[NH2:17][C@@H:18]([CH2:31][C:32]1[CH:37]=[CH:36][CH:35]=[C:34]([F:38])[CH:33]=1)[CH2:19][N:20]1[C:28](=[O:29])[C:27]2[C:22](=[CH:23][CH:24]=[CH:25][CH:26]=2)[C:21]1=[O:30].CC(OC(N[C@H](C(O)=O)CC1C=CC=CC=1C(F)(F)F)=O)(C)C.C1CN([P+](Br)(N2CCCC2)N2CCCC2)CC1.F[P-](F)(F)(F)(F)F.CCN(C(C)C)C(C)C. The catalyst is C(Cl)(Cl)Cl. The product is [Br:1][C:2]1[CH:3]=[N:4][N:5]([CH3:16])[C:6]=1[C:7]1[CH:8]=[C:9]([C:13]([NH:17][C@@H:18]([CH2:31][C:32]2[CH:37]=[CH:36][CH:35]=[C:34]([F:38])[CH:33]=2)[CH2:19][N:20]2[C:28](=[O:29])[C:27]3[C:22](=[CH:23][CH:24]=[CH:25][CH:26]=3)[C:21]2=[O:30])=[O:15])[S:10][C:11]=1[CH3:12]. The yield is 0.460. (2) The reactants are [CH:1]1([CH:7]([NH:21][C:22]2[CH:30]=[CH:29][C:25]([C:26](O)=[O:27])=[CH:24][CH:23]=2)[C:8]2[O:9][C:10]3[CH:17]=[CH:16][C:15]([N+:18]([O-:20])=[O:19])=[CH:14][C:11]=3[C:12]=2[CH3:13])[CH2:6][CH2:5][CH2:4][CH2:3][CH2:2]1.[CH3:31][NH:32][CH2:33][CH2:34][C:35]([O:37][CH2:38][CH3:39])=[O:36].O.ON1C2C=CC=CC=2N=N1.Cl.C(N=C=NCCCN(C)C)C.Cl. The catalyst is CN(C)C=O.C(N(CC)CC)C. The product is [CH:1]1([CH:7]([NH:21][C:22]2[CH:23]=[CH:24][C:25]([C:26]([N:32]([CH3:31])[CH2:33][CH2:34][C:35]([O:37][CH2:38][CH3:39])=[O:36])=[O:27])=[CH:29][CH:30]=2)[C:8]2[O:9][C:10]3[CH:17]=[CH:16][C:15]([N+:18]([O-:20])=[O:19])=[CH:14][C:11]=3[C:12]=2[CH3:13])[CH2:2][CH2:3][CH2:4][CH2:5][CH2:6]1. The yield is 0.720. (3) The reactants are [Br:1][C:2]1[C:3]([C:14]2[S:15][CH2:16][C:17](O)([C:19]([F:22])([F:21])[F:20])[N:18]=2)=[CH:4][C:5]([NH:8][C:9]([NH:11][CH2:12][CH3:13])=[O:10])=[N:6][CH:7]=1.C(N(CC)CC)C.CS(Cl)(=O)=O. The catalyst is O1CCCC1. The product is [Br:1][C:2]1[C:3]([C:14]2[S:15][CH:16]=[C:17]([C:19]([F:21])([F:20])[F:22])[N:18]=2)=[CH:4][C:5]([NH:8][C:9]([NH:11][CH2:12][CH3:13])=[O:10])=[N:6][CH:7]=1. The yield is 0.730. (4) The reactants are [OH:1][C@H:2]1[CH2:7][CH2:6][C@@H:5]([NH:8][C:9]2[C:14]([C:15]#[N:16])=[CH:13][N:12]=[C:11](S(C)(=O)=O)[N:10]=2)[CH2:4][C:3]1([CH3:22])[CH3:21].[NH2:23][CH2:24][CH2:25][C:26]1[CH:31]=[C:30]([Cl:32])[CH:29]=[CH:28][C:27]=1[S:33]([NH2:36])(=[O:35])=[O:34].CCN(C(C)C)C(C)C. The catalyst is C1COCC1. The product is [Cl:32][C:30]1[CH:29]=[CH:28][C:27]([S:33]([NH2:36])(=[O:35])=[O:34])=[C:26]([CH2:25][CH2:24][NH:23][C:11]2[N:10]=[C:9]([NH:8][C@@H:5]3[CH2:6][CH2:7][C@H:2]([OH:1])[C:3]([CH3:21])([CH3:22])[CH2:4]3)[C:14]([C:15]#[N:16])=[CH:13][N:12]=2)[CH:31]=1. The yield is 0.260.